This data is from NCI-60 drug combinations with 297,098 pairs across 59 cell lines. The task is: Regression. Given two drug SMILES strings and cell line genomic features, predict the synergy score measuring deviation from expected non-interaction effect. (1) Drug 1: CC1=C2C(C(=O)C3(C(CC4C(C3C(C(C2(C)C)(CC1OC(=O)C(C(C5=CC=CC=C5)NC(=O)C6=CC=CC=C6)O)O)OC(=O)C7=CC=CC=C7)(CO4)OC(=O)C)O)C)OC(=O)C. Drug 2: CCN(CC)CCCC(C)NC1=C2C=C(C=CC2=NC3=C1C=CC(=C3)Cl)OC. Cell line: CCRF-CEM. Synergy scores: CSS=36.0, Synergy_ZIP=-6.53, Synergy_Bliss=-7.14, Synergy_Loewe=-12.9, Synergy_HSA=-5.86. (2) Drug 1: CC12CCC(CC1=CCC3C2CCC4(C3CC=C4C5=CN=CC=C5)C)O. Drug 2: C1CC(C1)(C(=O)O)C(=O)O.[NH2-].[NH2-].[Pt+2]. Cell line: NCI-H226. Synergy scores: CSS=19.1, Synergy_ZIP=-2.64, Synergy_Bliss=2.89, Synergy_Loewe=2.12, Synergy_HSA=2.51.